This data is from Peptide-MHC class II binding affinity with 134,281 pairs from IEDB. The task is: Regression. Given a peptide amino acid sequence and an MHC pseudo amino acid sequence, predict their binding affinity value. This is MHC class II binding data. The peptide sequence is GELQIVDKIDRAFKI. The MHC is DRB1_0401 with pseudo-sequence DRB1_0401. The binding affinity (normalized) is 0.606.